This data is from Full USPTO retrosynthesis dataset with 1.9M reactions from patents (1976-2016). The task is: Predict the reactants needed to synthesize the given product. (1) Given the product [C:1]([O:5][C:6](=[O:7])[NH:8][CH:13]1[CH2:14][CH:10]([OH:9])[CH:11]=[CH:12]1)([CH3:4])([CH3:2])[CH3:3], predict the reactants needed to synthesize it. The reactants are: [C:1]([O:5][C:6]([N:8]1[CH:13]2[CH2:14][CH:10]([CH:11]=[CH:12]2)[O:9]1)=[O:7])([CH3:4])([CH3:3])[CH3:2].C(#N)C.O.[BH4-].[Na+]. (2) Given the product [CH3:23][O:22][C:20]([N:11]1[CH2:12][CH2:13][CH:14]([C:16]([OH:18])=[O:17])[CH2:15][CH:10]1[C:3]1[CH:4]=[C:5]([F:9])[C:6]([F:8])=[CH:7][C:2]=1[F:1])=[O:21], predict the reactants needed to synthesize it. The reactants are: [F:1][C:2]1[CH:7]=[C:6]([F:8])[C:5]([F:9])=[CH:4][C:3]=1[CH:10]1[CH2:15][CH:14]([C:16]([O:18]C)=[O:17])[CH2:13][CH2:12][N:11]1[C:20]([O:22][CH3:23])=[O:21].[Br-].[Li+].C(N(CC)CC)C.CC(OC)(C)C. (3) Given the product [O:1]=[C:2]1[NH:7][C:6]([C:8]2[O:9][C:10]3[C:16]([C:17]([NH:19][CH2:20][CH2:21][CH:22]4[CH2:23][CH2:24][NH:25][CH2:26][CH2:27]4)=[O:18])=[CH:15][CH:14]=[CH:13][C:11]=3[CH:12]=2)=[N:5][C:4]2[CH:35]=[N:36][CH:37]=[CH:38][C:3]1=2, predict the reactants needed to synthesize it. The reactants are: [O:1]=[C:2]1[NH:7][C:6]([C:8]2[O:9][C:10]3[C:16]([C:17]([NH:19][CH2:20][CH2:21][CH:22]4[CH2:27][CH2:26][N:25](C(OC(C)(C)C)=O)[CH2:24][CH2:23]4)=[O:18])=[CH:15][CH:14]=[CH:13][C:11]=3[CH:12]=2)=[N:5][C:4]2[CH:35]=[N:36][CH:37]=[CH:38][C:3]1=2. (4) Given the product [OH:27][C@@H:25]([CH2:26][N:50]1[CH2:51][CH2:52][CH:47]([C:38]2[CH:39]=[CH:40][C:41]3[C:46](=[CH:45][CH:44]=[CH:43][CH:42]=3)[CH:37]=2)[CH2:48][CH2:49]1)[CH2:24][O:1][C:2]1[CH:10]=[CH:9][CH:8]=[C:7]2[C:3]=1[CH:4]=[C:5]([C:15]([O:17][CH2:18][CH3:19])=[O:16])[N:6]2[CH2:11][CH:12]([CH3:14])[CH3:13], predict the reactants needed to synthesize it. The reactants are: [OH:1][C:2]1[CH:10]=[CH:9][CH:8]=[C:7]2[C:3]=1[CH:4]=[C:5]([C:15]([O:17][CH2:18][CH3:19])=[O:16])[N:6]2[CH2:11][CH:12]([CH3:14])[CH3:13].S(C1C=CC([N+]([O-])=O)=CC=1)(O[CH2:24][C@H:25]1[O:27][CH2:26]1)(=O)=O.[CH:37]1[C:46]2[C:41](=[CH:42][CH:43]=[CH:44][CH:45]=2)[CH:40]=[CH:39][C:38]=1[CH:47]1[CH2:52][CH2:51][NH:50][CH2:49][CH2:48]1.